The task is: Predict the reactants needed to synthesize the given product.. This data is from Full USPTO retrosynthesis dataset with 1.9M reactions from patents (1976-2016). (1) Given the product [Cl:1][C:2]1[CH:16]=[CH:15][C:14]([Cl:17])=[CH:13][C:3]=1[C:4]([C:6]1[CH:11]=[CH:10][C:9]([N:18]2[CH:22]=[CH:21][N:20]=[CH:19]2)=[CH:8][CH:7]=1)=[O:5], predict the reactants needed to synthesize it. The reactants are: [Cl:1][C:2]1[CH:16]=[CH:15][C:14]([Cl:17])=[CH:13][C:3]=1[C:4]([C:6]1[CH:11]=[CH:10][C:9](F)=[CH:8][CH:7]=1)=[O:5].[NH:18]1[CH:22]=[CH:21][N:20]=[CH:19]1.C(=O)([O-])[O-].[K+].[K+].O. (2) Given the product [Cl:1][C:2]1[CH:10]=[C:9]2[C:5](/[C:6](=[CH:16]/[C:15]3[CH:18]=[CH:19][C:20]([F:21])=[C:13]([Cl:12])[CH:14]=3)/[C:7](=[O:11])[NH:8]2)=[CH:4][CH:3]=1, predict the reactants needed to synthesize it. The reactants are: [Cl:1][C:2]1[CH:10]=[C:9]2[C:5]([CH2:6][C:7](=[O:11])[NH:8]2)=[CH:4][CH:3]=1.[Cl:12][C:13]1[CH:14]=[C:15]([CH:18]=[CH:19][C:20]=1[F:21])[CH:16]=O.N1CCCCC1. (3) Given the product [CH:1]([N:4]([CH3:28])[C:5]1[C:6]([C:19]2[C:20]([C:24]([F:25])([F:26])[F:27])=[N:21][NH:22][CH:23]=2)=[N:7][C:8]2[C:13]([N:14]=1)=[CH:12][C:11]([C:15]([OH:17])=[O:16])=[CH:10][CH:9]=2)([CH3:3])[CH3:2], predict the reactants needed to synthesize it. The reactants are: [CH:1]([N:4]([CH3:28])[C:5]1[C:6]([C:19]2[C:20]([C:24]([F:27])([F:26])[F:25])=[N:21][NH:22][CH:23]=2)=[N:7][C:8]2[C:13]([N:14]=1)=[CH:12][C:11]([C:15]([O:17]C)=[O:16])=[CH:10][CH:9]=2)([CH3:3])[CH3:2].[OH-].[Na+].O. (4) Given the product [C:4]1([CH:5]2[CH2:10][CH2:9][CH2:8][N:7]([C:11]([O:13][CH2:14][C:15]3[CH:20]=[CH:19][CH:18]=[CH:17][CH:16]=3)=[O:12])[CH2:6]2)[N:3]=[CH:1][N:26]2[C:21]=1[C:22]1[CH:29]=[CH:28][NH:27][C:23]=1[N:24]=[CH:25]2, predict the reactants needed to synthesize it. The reactants are: [CH:1]([NH:3][CH:4]([C:21]1[C:22]2[CH:29]=[CH:28][N:27](COCC[Si](C)(C)C)[C:23]=2[N:24]=[CH:25][N:26]=1)[CH:5]1[CH2:10][CH2:9][CH2:8][N:7]([C:11]([O:13][CH2:14][C:15]2[CH:20]=[CH:19][CH:18]=[CH:17][CH:16]=2)=[O:12])[CH2:6]1)=O.O=P(Cl)(Cl)Cl.C(O)(C(F)(F)F)=O.[NH4+].[OH-].